Dataset: Full USPTO retrosynthesis dataset with 1.9M reactions from patents (1976-2016). Task: Predict the reactants needed to synthesize the given product. (1) Given the product [CH3:10][S:11]([C:2]1[CH:3]=[CH:4][C:5]([C:8]#[N:9])=[N:6][CH:7]=1)(=[O:13])=[O:12], predict the reactants needed to synthesize it. The reactants are: Br[C:2]1[CH:3]=[CH:4][C:5]([C:8]#[N:9])=[N:6][CH:7]=1.[CH3:10][S:11]([O-:13])=[O:12].[Na+].CS(C)=O. (2) Given the product [NH2:1][C:2]1[C:7]2[C:8](=[O:20])[N:9]([C:13]3[CH:18]=[CH:17][C:16]([C:38]4[CH:39]=[CH:40][C:35]([CH2:34][N:31]5[CH2:32][CH2:33][C@H:29]([O:28][Si:21]([C:24]([CH3:25])([CH3:26])[CH3:27])([CH3:23])[CH3:22])[C:30]5=[O:51])=[CH:36][C:37]=4[Cl:50])=[CH:15][CH:14]=3)[CH2:10][CH2:11][O:12][C:6]=2[N:5]=[CH:4][N:3]=1, predict the reactants needed to synthesize it. The reactants are: [NH2:1][C:2]1[C:7]2[C:8](=[O:20])[N:9]([C:13]3[CH:18]=[CH:17][C:16](Br)=[CH:15][CH:14]=3)[CH2:10][CH2:11][O:12][C:6]=2[N:5]=[CH:4][N:3]=1.[Si:21]([O:28][C@H:29]1[CH2:33][CH2:32][N:31]([CH2:34][C:35]2[CH:40]=[CH:39][C:38](B3OC(C)(C)C(C)(C)O3)=[C:37]([Cl:50])[CH:36]=2)[C:30]1=[O:51])([C:24]([CH3:27])([CH3:26])[CH3:25])([CH3:23])[CH3:22].P([O-])([O-])([O-])=O.[K+].[K+].[K+].CO. (3) The reactants are: N[C:2]1[CH:3]=[CH:4][CH:5]=[C:6]2[C:11]=1[CH:10]=[C:9]([S:12]([OH:15])(=[O:14])=[O:13])[CH:8]=[CH:7]2.N([O-])=O.[Na+].[ClH:20]. Given the product [Cl:20][C:2]1[CH:3]=[CH:4][CH:5]=[C:6]2[C:11]=1[CH:10]=[C:9]([S:12]([OH:15])(=[O:14])=[O:13])[CH:8]=[CH:7]2, predict the reactants needed to synthesize it. (4) The reactants are: [C:1]1([C:36]2[CH:41]=[CH:40][CH:39]=[CH:38][CH:37]=2)[CH:6]=[CH:5][C:4]([C:7]2([N:16]3[CH2:21][CH2:20][N:19]([C:22]4[CH:27]=[CH:26][C:25]([NH:28][C:29](=[O:35])[CH2:30][CH2:31][C:32](O)=[O:33])=[CH:24][CH:23]=4)[CH2:18][CH2:17]3)[C:12](=[O:13])[NH:11][C:10](=[O:14])[NH:9][C:8]2=[O:15])=[CH:3][CH:2]=1.C(N1C=CN=C1)(N1C=CN=C1)=O.C(N(CC)CC)C. Given the product [C:1]1([C:36]2[CH:37]=[CH:38][CH:39]=[CH:40][CH:41]=2)[CH:6]=[CH:5][C:4]([C:7]2([N:16]3[CH2:17][CH2:18][N:19]([C:22]4[CH:27]=[CH:26][C:25]([N:28]5[C:32](=[O:33])[CH2:31][CH2:30][C:29]5=[O:35])=[CH:24][CH:23]=4)[CH2:20][CH2:21]3)[C:12](=[O:13])[NH:11][C:10](=[O:14])[NH:9][C:8]2=[O:15])=[CH:3][CH:2]=1, predict the reactants needed to synthesize it.